From a dataset of Catalyst prediction with 721,799 reactions and 888 catalyst types from USPTO. Predict which catalyst facilitates the given reaction. (1) Reactant: [Cl:1][C:2]1[CH:10]=[C:9]([CH3:11])[CH:8]=[CH:7][C:3]=1[C:4](O)=[O:5].B.C1COCC1.Cl.CCOCC. Product: [Cl:1][C:2]1[CH:10]=[C:9]([CH3:11])[CH:8]=[CH:7][C:3]=1[CH2:4][OH:5]. The catalyst class is: 1. (2) Reactant: Cl[C:2]1[C:11]2[C:6](=[CH:7][C:8]([O:14][CH3:15])=[C:9]([O:12][CH3:13])[CH:10]=2)[CH:5]=[C:4]([NH:16][C:17]2[CH:21]=[C:20]([CH3:22])[NH:19][N:18]=2)[N:3]=1. Product: [CH:9]([O:12][C:2]1[C:11]2[C:6](=[CH:7][C:8]([O:14][CH3:15])=[C:9]([O:12][CH3:13])[CH:10]=2)[CH:5]=[C:4]([NH:16][C:17]2[CH:21]=[C:20]([CH3:22])[NH:19][N:18]=2)[N:3]=1)([CH3:10])[CH3:8]. The catalyst class is: 41.